This data is from Full USPTO retrosynthesis dataset with 1.9M reactions from patents (1976-2016). The task is: Predict the reactants needed to synthesize the given product. (1) Given the product [NH2:36][C:34]1[CH:33]=[CH:32][C:20]([C:21]([NH:23][C:24]2[CH:25]=[CH:26][C:27]([O:30][CH3:31])=[CH:28][CH:29]=2)=[O:22])=[C:19]([NH:18][C:16](=[O:17])[C:15]2[CH:39]=[CH:40][C:41]([O:46][CH3:45])=[CH:42][C:14]=2[O:13][CH2:12][CH2:11][NH:10][C:8]([C:5]2[S:6][CH:7]=[CH:3][CH:4]=2)=[O:9])[CH:35]=1, predict the reactants needed to synthesize it. The reactants are: CO[C:3]1[CH:4]=[C:5]([C:8]([NH:10][CH2:11][CH2:12][O:13][C:14]2[CH:42]=[CH:41][CH:40]=[CH:39][C:15]=2[C:16]([NH:18][C:19]2[CH:35]=[C:34]([N+:36]([O-])=O)[CH:33]=[CH:32][C:20]=2[C:21]([NH:23][C:24]2[CH:29]=[CH:28][C:27]([O:30][CH3:31])=[CH:26][CH:25]=2)=[O:22])=[O:17])=[O:9])[S:6][CH:7]=1.[BH4-].[Na+].[CH3:45][OH:46]. (2) Given the product [C:29]([O:28][CH:24]([C:15]1[N:14]([CH3:33])[C:13](=[O:34])[C:12]2[NH:8][CH:9]=[CH:10][C:11]=2[C:16]=1[C:17]1[CH:18]=[CH:19][C:20]([CH3:23])=[CH:21][CH:22]=1)[C:25]([OH:27])=[O:26])([CH3:32])([CH3:31])[CH3:30], predict the reactants needed to synthesize it. The reactants are: C([N:8]1[C:12]2[C:13](=[O:34])[N:14]([CH3:33])[C:15]([CH:24]([O:28][C:29]([CH3:32])([CH3:31])[CH3:30])[C:25]([OH:27])=[O:26])=[C:16]([C:17]3[CH:22]=[CH:21][C:20]([CH3:23])=[CH:19][CH:18]=3)[C:11]=2[CH:10]=[CH:9]1)C1C=CC=CC=1.[Li+].CC([N-]C(C)C)C.CCCCCCC.O1CCCC1.C(C1C=CC=CC=1)C. (3) Given the product [F:15][C:16]1[CH:17]=[C:18]([C:19]([N:6]2[CH:7]([C:26]3[S:25][CH:29]=[CH:28][CH:27]=3)[C:8]3[C:13](=[CH:12][CH:11]=[CH:10][CH:9]=3)[C:14]3[CH:1]=[CH:2][CH:3]=[CH:4][C:5]2=3)=[O:20])[CH:22]=[CH:23][CH:24]=1, predict the reactants needed to synthesize it. The reactants are: [CH:1]1[C:14]2[C:5](=[N:6][CH:7]=[C:8]3[C:13]=2[CH:12]=[CH:11][CH:10]=[CH:9]3)[CH:4]=[CH:3][CH:2]=1.[F:15][C:16]1[CH:17]=[C:18]([CH:22]=[CH:23][CH:24]=1)[C:19](Cl)=[O:20].[S:25]1[CH:29]=[CH:28][CH:27]=[C:26]1[Mg]Br. (4) Given the product [O:4]=[S:3]1(=[O:5])[CH2:6][CH2:7][N:14]([CH2:13][C:12]2[CH:15]=[CH:16][C:9]([NH2:8])=[CH:10][CH:11]=2)[CH2:2][CH2:1]1, predict the reactants needed to synthesize it. The reactants are: [CH:1]([S:3]([CH:6]=[CH2:7])(=[O:5])=[O:4])=[CH2:2].[NH2:8][C:9]1[CH:16]=[CH:15][C:12]([CH2:13][NH2:14])=[CH:11][CH:10]=1.N#N.